The task is: Regression/Classification. Given a drug SMILES string, predict its absorption, distribution, metabolism, or excretion properties. Task type varies by dataset: regression for continuous measurements (e.g., permeability, clearance, half-life) or binary classification for categorical outcomes (e.g., BBB penetration, CYP inhibition). Dataset: cyp2d6_veith.. This data is from CYP2D6 inhibition data for predicting drug metabolism from PubChem BioAssay. (1) The drug is COc1cc(/C=C2/C(=N)N3OC(C)=CC3=NC2=O)ccc1OCCOc1ccc(C)cc1. The result is 0 (non-inhibitor). (2) The drug is Cc1cccc(OC2(c3ccccc3)OC(=O)c3ccccc32)c1C. The result is 0 (non-inhibitor).